Predict which catalyst facilitates the given reaction. From a dataset of Catalyst prediction with 721,799 reactions and 888 catalyst types from USPTO. (1) Reactant: [N:1]([C@@H:4]1[C@@H:79]([CH3:80])[O:78][C@H:7]([O:8][C@H:9]2[O:73][C@H:72]([CH3:74])[C@@H:71]([N:75]=[N+:76]=[N-:77])[C@H:62]([O:63][CH2:64][C:65]3[CH:70]=[CH:69][CH:68]=[CH:67][CH:66]=3)[C@@H:10]2[O:11][C@H:12]2[O:57][C@H:56]([CH3:58])[C@@H:55]([N:59]=[N+:60]=[N-:61])[C@H:46]([O:47][CH2:48][C:49]3[CH:54]=[CH:53][CH:52]=[CH:51][CH:50]=3)[C@@H:13]2[O:14][C@@:15]2([CH2:37][CH2:38][CH2:39][CH2:40][CH2:41][C:42]([O:44][CH3:45])=[O:43])[O:32][C@H:31]([CH3:33])[C@@H:30]([N:34]=[N+:35]=[N-:36])[C@H:21]([O:22][CH2:23][C:24]3[CH:29]=[CH:28][CH:27]=[CH:26][CH:25]=3)[C@@H:16]2[O:17]C(=O)C)[C@@H:6]([OH:81])[C@H:5]1[O:82][CH2:83][C:84]1[CH:89]=[CH:88][CH:87]=[CH:86][CH:85]=1)=[N+:2]=[N-:3].C[O-].[Na+]. Product: [N:1]([C@@H:4]1[C@@H:79]([CH3:80])[O:78][C@H:7]([O:8][C@H:9]2[O:73][C@H:72]([CH3:74])[C@@H:71]([N:75]=[N+:76]=[N-:77])[C@H:62]([O:63][CH2:64][C:65]3[CH:66]=[CH:67][CH:68]=[CH:69][CH:70]=3)[C@@H:10]2[O:11][C@H:12]2[O:57][C@H:56]([CH3:58])[C@@H:55]([N:59]=[N+:60]=[N-:61])[C@H:46]([O:47][CH2:48][C:49]3[CH:50]=[CH:51][CH:52]=[CH:53][CH:54]=3)[C@@H:13]2[O:14][C@@:15]2([CH2:37][CH2:38][CH2:39][CH2:40][CH2:41][C:42]([O:44][CH3:45])=[O:43])[O:32][C@H:31]([CH3:33])[C@@H:30]([N:34]=[N+:35]=[N-:36])[C@H:21]([O:22][CH2:23][C:24]3[CH:25]=[CH:26][CH:27]=[CH:28][CH:29]=3)[C@@H:16]2[OH:17])[C@@H:6]([OH:81])[C@H:5]1[O:82][CH2:83][C:84]1[CH:89]=[CH:88][CH:87]=[CH:86][CH:85]=1)=[N+:2]=[N-:3]. The catalyst class is: 5. (2) Reactant: [Cl:1][C:2]1[C:3]([OH:31])=[C:4]([S:9]([N:12]([CH2:21][C:22]2[CH:30]=[CH:29][C:25]([C:26]([OH:28])=O)=[CH:24][CH:23]=2)[CH2:13][C:14]2[CH:19]=[CH:18][C:17]([F:20])=[CH:16][CH:15]=2)(=[O:11])=[O:10])[CH:5]=[C:6]([Cl:8])[CH:7]=1.C(Cl)(=O)C(Cl)=O.Cl.[CH3:39][NH:40][O:41][CH3:42]. Product: [Cl:1][C:2]1[C:3]([OH:31])=[C:4]([S:9]([N:12]([CH2:21][C:22]2[CH:30]=[CH:29][C:25]([C:26]([N:40]([O:41][CH3:42])[CH3:39])=[O:28])=[CH:24][CH:23]=2)[CH2:13][C:14]2[CH:19]=[CH:18][C:17]([F:20])=[CH:16][CH:15]=2)(=[O:10])=[O:11])[CH:5]=[C:6]([Cl:8])[CH:7]=1. The catalyst class is: 59.